Dataset: Full USPTO retrosynthesis dataset with 1.9M reactions from patents (1976-2016). Task: Predict the reactants needed to synthesize the given product. (1) The reactants are: [C:1]1([CH3:9])[C:2]([CH:7]=O)=[CH:3][CH:4]=[CH:5][CH:6]=1.[NH:10]1[CH2:15][CH2:14][CH2:13][CH2:12][CH2:11]1.[OH2:16].[C:17]1([CH3:23])C=CC=C[CH:18]=1. Given the product [CH3:9][C:1]1[CH:6]=[CH:5][CH:4]=[CH:3][C:2]=1[CH:7]=[C:18]([C:13]1[CH:14]=[CH:15][N:10]=[CH:11][CH:12]=1)[C:17](=[O:16])[CH3:23], predict the reactants needed to synthesize it. (2) The reactants are: I[C:2]1[CH:3]=[C:4]([CH:9]=[CH:10][C:11]=1[O:12][CH3:13])[C:5]([O:7][CH3:8])=[O:6].[C:14]([C:16]1[CH:21]=[CH:20][CH:19]=[CH:18][N:17]=1)#[CH:15].C(N(CC)CC)C. Given the product [CH3:13][O:12][C:11]1[CH:10]=[CH:9][C:4]([C:5]([O:7][CH3:8])=[O:6])=[CH:3][C:2]=1[C:15]#[C:14][C:16]1[CH:21]=[CH:20][CH:19]=[CH:18][N:17]=1, predict the reactants needed to synthesize it. (3) Given the product [CH3:1][C:2]1[N:3]=[C:4]([C:13]2[CH:18]=[CH:17][CH:16]=[CH:15][CH:14]=2)[N:5]2[C:10]=1[CH:9]=[N:8][C:7]([NH:47][C:44]1[CH:45]=[CH:46][C:41]([O:40][CH3:39])=[CH:42][CH:43]=1)=[N:6]2, predict the reactants needed to synthesize it. The reactants are: [CH3:1][C:2]1[N:3]=[C:4]([C:13]2[CH:18]=[CH:17][CH:16]=[CH:15][CH:14]=2)[N:5]2[C:10]=1[CH:9]=[N:8][C:7](SC)=[N:6]2.CC1N=C(C2C=CC=CC=2)N2C=1C=NC(S(C)(=O)=O)=N2.[CH3:39][O:40][C:41]1[CH:46]=[CH:45][C:44]([NH2:47])=[CH:43][CH:42]=1.C1(C)C=CC(S(O)(=O)=O)=CC=1. (4) Given the product [CH2:23]([O:14][C:12]([CH:4]1[C:3]2[C:20]3[C:15](=[CH:16][CH:17]=[CH:18][CH:19]=3)[NH:21][C:2]=2[C:11]2[CH:10]=[CH:9][CH:8]=[CH:7][C:6]=2[S:5]1)=[O:13])[CH3:24], predict the reactants needed to synthesize it. The reactants are: O=[C:2]1[C:11]2[C:6](=[CH:7][CH:8]=[CH:9][CH:10]=2)[S:5][CH:4]([C:12]([OH:14])=[O:13])[CH2:3]1.[C:15]1([NH:21]N)[CH:20]=[CH:19][CH:18]=[CH:17][CH:16]=1.[CH3:23][CH2:24]O. (5) Given the product [CH3:15][O:14][C:12]([C:11]1[O:18][N:7]=[C:8]([CH3:9])[N:10]=1)([O:16][CH3:17])[CH3:13], predict the reactants needed to synthesize it. The reactants are: Cl.NO.[OH-].[Na+].C[N:7](C)[C:8](=[N:10][C:11](=[O:18])[C:12]([O:16][CH3:17])([O:14][CH3:15])[CH3:13])[CH3:9].C([O-])(O)=O.[Na+].